Dataset: Reaction yield outcomes from USPTO patents with 853,638 reactions. Task: Predict the reaction yield, written as a fraction of the theoretical maximum amount of product (1.0 means a 100% yield; for example, 0.34 means a 34% yield). (1) The reactants are C(N(CC)CC)C.[N+:8]([CH2:11][C:12]1([CH2:18][CH2:19][NH2:20])[CH2:17][CH2:16][CH2:15][CH2:14][CH2:13]1)([O-:10])=[O:9].[CH3:21][S:22](Cl)(=[O:24])=[O:23]. The catalyst is O1CCCC1. The product is [N+:8]([CH2:11][C:12]1([CH2:18][CH2:19][NH:20][S:22]([CH3:21])(=[O:24])=[O:23])[CH2:17][CH2:16][CH2:15][CH2:14][CH2:13]1)([O-:10])=[O:9]. The yield is 0.470. (2) The reactants are [Cl:1][C:2]1[CH:10]=[C:9]2[C:5]([CH2:6][C:7](=[O:11])[NH:8]2)=[CH:4][CH:3]=1.[Cl:12][C:13]1[CH:14]=[C:15]([CH:18]=[C:19]([F:21])[CH:20]=1)[CH:16]=O.N1CCCCC1. The catalyst is CO. The product is [Cl:1][C:2]1[CH:10]=[C:9]2[C:5](/[C:6](=[CH:16]/[C:15]3[CH:18]=[C:19]([F:21])[CH:20]=[C:13]([Cl:12])[CH:14]=3)/[C:7](=[O:11])[NH:8]2)=[CH:4][CH:3]=1. The yield is 0.920. (3) The reactants are [CH3:1][C:2]1[S:6][C:5]([C:7]([OH:9])=O)=[CH:4][C:3]=1[C:10]1[N:14]([CH3:15])[N:13]=[CH:12][CH:11]=1.[NH2:16][C@@H:17]([CH2:30][C:31]1[CH:36]=[CH:35][C:34]([F:37])=[CH:33][CH:32]=1)[CH2:18][N:19]1[C:27](=[O:28])[C:26]2[C:21](=[CH:22][CH:23]=[CH:24][CH:25]=2)[C:20]1=[O:29].C1CN([P+](Br)(N2CCCC2)N2CCCC2)CC1.F[P-](F)(F)(F)(F)F.CCN(C(C)C)C(C)C. The catalyst is C(Cl)(Cl)Cl. The product is [O:29]=[C:20]1[C:21]2[C:26](=[CH:25][CH:24]=[CH:23][CH:22]=2)[C:27](=[O:28])[N:19]1[CH2:18][C@@H:17]([NH:16][C:7]([C:5]1[S:6][C:2]([CH3:1])=[C:3]([C:10]2[N:14]([CH3:15])[N:13]=[CH:12][CH:11]=2)[CH:4]=1)=[O:9])[CH2:30][C:31]1[CH:32]=[CH:33][C:34]([F:37])=[CH:35][CH:36]=1. The yield is 0.320. (4) The reactants are [Cl:1][C:2]1[CH:10]=[CH:9][C:5]([C:6]([OH:8])=O)=[CH:4][N:3]=1.Cl.C(N=C=NCCCN(C)C)C.C1C=CC2N(O)N=NC=2C=1.O.[Cl:34][C:35]1[C:36]([OH:64])=[C:37]([S:42]([N:45]([CH2:50][C:51]2[CH:56]=[C:55]([CH2:57][NH:58][CH2:59][CH:60]([CH3:62])[CH3:61])[CH:54]=[C:53]([Cl:63])[CH:52]=2)[CH2:46][CH:47]([CH3:49])[CH3:48])(=[O:44])=[O:43])[CH:38]=[C:39]([Cl:41])[CH:40]=1. The catalyst is CN(C=O)C.C([O-])(O)=O.[Na+].C(OCC)(=O)C. The product is [Cl:1][C:2]1[CH:10]=[CH:9][C:5]([C:6]([N:58]([CH2:57][C:55]2[CH:56]=[C:51]([CH2:50][N:45]([CH2:46][CH:47]([CH3:49])[CH3:48])[S:42]([C:37]3[CH:38]=[C:39]([Cl:41])[CH:40]=[C:35]([Cl:34])[C:36]=3[OH:64])(=[O:44])=[O:43])[CH:52]=[C:53]([Cl:63])[CH:54]=2)[CH2:59][CH:60]([CH3:62])[CH3:61])=[O:8])=[CH:4][N:3]=1. The yield is 0.400. (5) The reactants are [NH2:1][CH2:2][C@@H:3]([NH:21][C:22](=[O:34])[C:23]1[CH:28]=[CH:27][C:26]([O:29][CH:30]([CH3:32])[CH3:31])=[C:25]([Cl:33])[CH:24]=1)[CH2:4][C:5]1[CH:10]=[CH:9][C:8]([C:11]2[N:12]=[C:13]3[C:18]([Br:19])=[CH:17][CH:16]=[CH:15][N:14]3[CH:20]=2)=[CH:7][CH:6]=1.CC(OC([NH:42][C@@H:43]([C:45](O)=[O:46])[CH3:44])=O)(C)C.CCN=C=NCCCN(C)C.Cl. The catalyst is C(Cl)Cl.O1CCOCC1. The product is [NH2:42][C@@H:43]([C:45]([NH:1][CH2:2][C@@H:3]([NH:21][C:22](=[O:34])[C:23]1[CH:28]=[CH:27][C:26]([O:29][CH:30]([CH3:32])[CH3:31])=[C:25]([Cl:33])[CH:24]=1)[CH2:4][C:5]1[CH:10]=[CH:9][C:8]([C:11]2[N:12]=[C:13]3[C:18]([Br:19])=[CH:17][CH:16]=[CH:15][N:14]3[CH:20]=2)=[CH:7][CH:6]=1)=[O:46])[CH3:44]. The yield is 0.250. (6) The yield is 0.570. The catalyst is CO.[Pd]. The reactants are [F:1][C:2]1[CH:3]=[C:4]([N+:29]([O-])=[O:30])[C:5]([C:12](=[O:28])/[C:13](/[C:22]2[N:26]([CH3:27])[N:25]=[CH:24][N:23]=2)=[CH:14]/[C:15]2[CH:20]=[CH:19][C:18]([F:21])=[CH:17][CH:16]=2)=[C:6]([CH:11]=1)[C:7]([O:9][CH3:10])=[O:8]. The product is [F:1][C:2]1[CH:11]=[C:6]([C:7]([O:9][CH3:10])=[O:8])[C:5]2[C:12](=[O:28])[CH:13]([C:22]3[N:26]([CH3:27])[N:25]=[CH:24][N:23]=3)[CH:14]([C:15]3[CH:16]=[CH:17][C:18]([F:21])=[CH:19][CH:20]=3)[N:29]([OH:30])[C:4]=2[CH:3]=1.